This data is from Cav3 T-type calcium channel HTS with 100,875 compounds. The task is: Binary Classification. Given a drug SMILES string, predict its activity (active/inactive) in a high-throughput screening assay against a specified biological target. (1) The molecule is S(=O)(=O)(N1CC(CCC1)C(=O)N1CCc2c1cccc2)c1c([nH]nc1C)C. The result is 0 (inactive). (2) The molecule is S(=O)(=O)(N1C(CCCC1)CC)c1ccc(S(=O)(=O)N2CCN(S(=O)(=O)CC)CC2)cc1. The result is 0 (inactive). (3) The drug is Clc1ccc(C(=O)CSc2oc(nn2)C2NCCC2)cc1. The result is 0 (inactive). (4) The molecule is Clc1ccc(C2C3C(=NC4=C2C(=O)CC(C4)(C)C)c2c(C3=O)cccc2)cc1. The result is 0 (inactive). (5) The compound is O(c1ccc(C(=O)NCCC(=O)NCCCC(OCC)=O)cc1)CCC. The result is 0 (inactive). (6) The compound is S(=O)(=O)(N)c1ccc(NCc2c(OC)c(OC)c(OC)cc2)cc1. The result is 0 (inactive). (7) The drug is FC(F)(F)c1cc(C(=O)N2CCN(CC2)c2c([N+]([O-])=O)cc(cc2)/C=N\OC)ccc1. The result is 0 (inactive). (8) The molecule is O=C1NC(=NC1(C(C)C)C)c1ncccc1C([O-])=O. The result is 0 (inactive). (9) The molecule is S(CC(=O)NCc1occc1)c1oc(nn1)Cc1ccc(OC)cc1. The result is 0 (inactive).